Dataset: Reaction yield outcomes from USPTO patents with 853,638 reactions. Task: Predict the reaction yield, written as a fraction of the theoretical maximum amount of product (1.0 means a 100% yield; for example, 0.34 means a 34% yield). (1) The reactants are CS(O)(=O)=O.[OH:6][N:7]1[C:12]([CH3:14])([CH3:13])[CH2:11][CH:10]([OH:15])[CH2:9][C:8]1([CH3:17])[CH3:16].[C:18](#N)[CH3:19].OO. The catalyst is O.O.O.O.O.S([O-])([O-])(=O)=O.C([NH3+])C[NH3+].[Fe+2].S([O-])([O-])(=O)=O.C1CCCCC1. The product is [CH:19]1([O:6][N:7]2[C:12]([CH3:13])([CH3:14])[CH2:11][CH:10]([OH:15])[CH2:9][C:8]2([CH3:17])[CH3:16])[CH2:18][CH2:10][CH2:9][CH2:8][CH2:16]1. The yield is 0.530. (2) The reactants are [Br:1][C:2]1[CH:3]=[C:4]([OH:26])[CH:5]=[C:6]([Br:25])[C:7]=1[O:8][C:9]1[CH:14]=[CH:13][C:12]([O:15]C)=[C:11]([CH2:17][C:18]2[CH:23]=[CH:22][C:21]([F:24])=[CH:20][CH:19]=2)[CH:10]=1.ClCCl.B(Br)(Br)Br. The catalyst is C(OCC)(=O)C. The product is [Br:1][C:2]1[CH:3]=[C:4]([OH:26])[CH:5]=[C:6]([Br:25])[C:7]=1[O:8][C:9]1[CH:14]=[CH:13][C:12]([OH:15])=[C:11]([CH2:17][C:18]2[CH:19]=[CH:20][C:21]([F:24])=[CH:22][CH:23]=2)[CH:10]=1. The yield is 0.660. (3) The reactants are [C:1]([C:5]1[CH:9]=[C:8]([NH:10][C:11]([NH:13][C:14]2[CH:19]=[CH:18][CH:17]=[C:16]([Cl:20])[C:15]=2[Cl:21])=[O:12])[N:7]([C:22]2[CH:31]=[C:30]3[C:25]([CH2:26][C@@H:27]([C:38](OC)=[O:39])[N:28](C(=O)C(F)(F)F)[CH2:29]3)=[CH:24][CH:23]=2)[N:6]=1)([CH3:4])([CH3:3])[CH3:2].Cl.CN.[CH2:45]([N:47](CC)CC)C.[CH3:52][C:53]([O:56][C:57]([O:59]C(OC(C)(C)C)=O)=O)([CH3:55])[CH3:54]. The catalyst is CO.O. The product is [C:1]([C:5]1[CH:9]=[C:8]([NH:10][C:11]([NH:13][C:14]2[CH:19]=[CH:18][CH:17]=[C:16]([Cl:20])[C:15]=2[Cl:21])=[O:12])[N:7]([C:22]2[CH:31]=[C:30]3[C:25]([CH2:26][C@@H:27]([C:38](=[O:39])[NH:47][CH3:45])[N:28]([C:57]([O:56][C:53]([CH3:55])([CH3:54])[CH3:52])=[O:59])[CH2:29]3)=[CH:24][CH:23]=2)[N:6]=1)([CH3:3])([CH3:4])[CH3:2]. The yield is 0.340. (4) The reactants are [C:1]([CH2:4][N:5]1[C:9]2=[N:10][CH:11]=[CH:12][C:13]([Cl:14])=[C:8]2[C:7]([C:15]([OH:17])=O)=[CH:6]1)(=[O:3])[NH2:2].CCN(CC)CC.Cl.[NH2:26][CH2:27][C:28]1([OH:36])[CH2:33][CH2:32][CH2:31][C:30]([F:35])([F:34])[CH2:29]1.C(Cl)CCl.N1(O)C2C=CC=CC=2N=N1. The catalyst is C1COCC1. The product is [F:34][C:30]1([F:35])[CH2:31][CH2:32][CH2:33][C:28]([CH2:27][NH:26][C:15]([C:7]2[C:8]3[C:9](=[N:10][CH:11]=[CH:12][C:13]=3[Cl:14])[N:5]([CH2:4][C:1](=[O:3])[NH2:2])[CH:6]=2)=[O:17])([OH:36])[CH2:29]1. The yield is 0.130. (5) The reactants are [CH3:1][C:2]1([CH3:18])[O:7][C:6](=[O:8])[NH:5][C:4]2[CH:9]=[CH:10][C:11]([C:13]3[NH:14][CH:15]=[CH:16][CH:17]=3)=[CH:12][C:3]1=2.[C:19](=O)([O-])[O-].[K+].[K+].CI.O. The catalyst is CN(C)C=O. The product is [CH3:1][C:2]1([CH3:18])[O:7][C:6](=[O:8])[NH:5][C:4]2[CH:9]=[CH:10][C:11]([C:13]3[N:14]([CH3:19])[CH:15]=[CH:16][CH:17]=3)=[CH:12][C:3]1=2. The yield is 0.310. (6) The reactants are [F:1][C:2]1[CH:3]=[C:4]([CH:12]2[CH2:17][CH2:16][NH:15][CH2:14][CH2:13]2)[CH:5]=[C:6]([S:8]([CH3:11])(=[O:10])=[O:9])[CH:7]=1.C(=O)([O-])[O-].[K+].[K+].I[CH2:25][CH2:26][CH3:27].O. The catalyst is C(#N)C. The product is [F:1][C:2]1[CH:3]=[C:4]([CH:12]2[CH2:17][CH2:16][N:15]([CH2:25][CH2:26][CH3:27])[CH2:14][CH2:13]2)[CH:5]=[C:6]([S:8]([CH3:11])(=[O:10])=[O:9])[CH:7]=1. The yield is 0.460. (7) The reactants are [ClH:1].Cl.[F:3][C:4]1[CH:5]=[C:6]([NH:31][C:32]([NH:34][C:35](=[O:44])[CH2:36][C:37]2[CH:42]=[CH:41][C:40]([F:43])=[CH:39][CH:38]=2)=S)[CH:7]=[CH:8][C:9]=1[O:10][C:11]1[C:16]2=[C:17]([CH3:30])[C:18]([O:20][CH2:21][CH2:22][N:23]3[CH2:28][CH2:27][N:26]([CH3:29])[CH2:25][CH2:24]3)=[CH:19][N:15]2[N:14]=[CH:13][N:12]=1.FC1C=CC(CC(N=C=O)=[O:54])=CC=1. The catalyst is C1COCC1.Cl.FC1C=C(NC(=O)CC(NC2C=CC(F)=CC=2)=O)C=CC=1OC1C2=C(C)C(OCCN3CCOCC3)=CN2N=CN=1. The product is [ClH:1].[ClH:1].[F:3][C:4]1[CH:5]=[C:6]([NH:31][C:32]([NH:34][C:35](=[O:44])[CH2:36][C:37]2[CH:42]=[CH:41][C:40]([F:43])=[CH:39][CH:38]=2)=[O:54])[CH:7]=[CH:8][C:9]=1[O:10][C:11]1[C:16]2=[C:17]([CH3:30])[C:18]([O:20][CH2:21][CH2:22][N:23]3[CH2:28][CH2:27][N:26]([CH3:29])[CH2:25][CH2:24]3)=[CH:19][N:15]2[N:14]=[CH:13][N:12]=1. The yield is 0.460. (8) The reactants are [Br-].[CH2:2]([N+:4]([CH2:7][CH2:8][OH:9])([CH3:6])[CH3:5])[CH3:3].[F:10][S:11]([N-:14][S:15]([F:18])(=[O:17])=[O:16])(=[O:13])=[O:12].[K+]. The catalyst is CC#N. The product is [F:10][S:11]([N-:14][S:15]([F:18])(=[O:17])=[O:16])(=[O:13])=[O:12].[CH2:2]([N+:4]([CH2:7][CH2:8][OH:9])([CH3:6])[CH3:5])[CH3:3]. The yield is 0.930. (9) The reactants are [CH3:1][O:2][C:3](=[O:63])[NH:4][C@@H:5]1[CH:13]2[C:14](=[O:62])[CH2:15][C@H:16]([C:18]3[NH:22][C:21]4[CH:23]=[C:24](C5C=NC(C6C=CC(C7NC([C@@H]8CC(F)(F)CN8C(=O)[C@@H](NC(OC)=O)C(C)C)=NC=7)=CC=6)=CC=5)[CH:25]=[CH:26][C:20]=4[N:19]=3)[CH2:17][N:11]3[C:12]2=[C:8]([CH:9]=[CH:10]3)[CH2:7][CH2:6]1.[Br:64][C:65]1[CH:66]=[C:67]2[C:72](=[CH:73][CH:74]=1)[N:71]=[C:70](Cl)[CH:69]=[N:68]2.C(=O)([O-])[O-].[Cs+].[Cs+].O1CCOCC1. The catalyst is O. The product is [Br:64][C:65]1[CH:66]=[C:67]2[C:72](=[CH:73][CH:74]=1)[N:71]=[C:70]([C:25]1[CH:24]=[CH:23][C:21]3[N:22]=[C:18]([C@@H:16]4[CH2:17][N:11]5[C:12]6[CH:13]([C@@H:5]([NH:4][C:3](=[O:63])[O:2][CH3:1])[CH2:6][CH2:7][C:8]=6[CH:9]=[CH:10]5)[C:14](=[O:62])[CH2:15]4)[NH:19][C:20]=3[CH:26]=1)[CH:69]=[N:68]2. The yield is 0.560. (10) The reactants are C(C1C=CN=C(C2C=C(C(C)(C)C)C=CN=2)C=1)(C)(C)C.[CH3:36][C:31]1([CH3:37])[C:32]([CH3:35])([CH3:34])[O:33][B:29]([B:29]2[O:33][C:32]([CH3:35])([CH3:34])[C:31]([CH3:37])([CH3:36])[O:30]2)[O:30]1.[Cl:39][C:40]1[CH:41]=[CH:42][CH:43]=[C:44]2[C:48]=1[NH:47][CH:46]=[CH:45]2. The catalyst is COCCOC. The product is [Cl:39][C:40]1[CH:41]=[CH:42][CH:43]=[C:44]2[C:48]=1[NH:47][C:46]([B:29]1[O:30][C:31]([CH3:36])([CH3:37])[C:32]([CH3:34])([CH3:35])[O:33]1)=[CH:45]2. The yield is 0.960.